Dataset: Forward reaction prediction with 1.9M reactions from USPTO patents (1976-2016). Task: Predict the product of the given reaction. (1) Given the reactants C[S-].[Na+].BrCCCC[N:9]1[C:13](=[O:14])[C:12]2=[CH:15][CH:16]=[CH:17][CH:18]=[C:11]2[C:10]1=[O:19], predict the reaction product. The product is: [C:13]1(=[O:14])[NH:9][C:10](=[O:19])[C:11]2=[CH:18][CH:17]=[CH:16][CH:15]=[C:12]12. (2) Given the reactants [CH3:1][O:2][C:3]1[CH:29]=[C:28]([O:30][CH3:31])[CH:27]=[CH:26][C:4]=1[CH2:5][NH:6][C:7]1[CH:15]=[C:14]2[C:10]([CH2:11][O:12][C:13]2=[C:16]2[C:24]3[C:19](=[CH:20][CH:21]=[CH:22][CH:23]=3)[NH:18][C:17]2=[O:25])=[CH:9][CH:8]=1.[CH2:32]=O.C([BH3-])#N.[Na+].C[C:39](O)=[O:40], predict the reaction product. The product is: [CH3:1][O:2][C:3]1[CH:29]=[C:28]([O:30][CH3:31])[CH:27]=[CH:26][C:4]=1[CH2:5][N:6]([CH3:32])[C:7]1[CH:15]=[C:14]2[C:10]([CH2:11][O:12][C:13]2=[C:16]2[C:24]3[C:19](=[CH:20][CH:21]=[CH:22][CH:23]=3)[N:18]([CH2:39][OH:40])[C:17]2=[O:25])=[CH:9][CH:8]=1.